Dataset: Catalyst prediction with 721,799 reactions and 888 catalyst types from USPTO. Task: Predict which catalyst facilitates the given reaction. (1) Reactant: Br[C:2]1[N:6]([S:7]([C:10]2[CH:11]=[N:12][CH:13]=[CH:14][CH:15]=2)(=[O:9])=[O:8])[CH:5]=[C:4]([CH2:16][N:17]([CH3:25])[C:18](=[O:24])[O:19][C:20]([CH3:23])([CH3:22])[CH3:21])[CH:3]=1.[F:26][C:27]1[CH:32]=[CH:31][C:30](B(O)O)=[C:29]([CH3:36])[CH:28]=1.C(=O)([O-])[O-].[Na+].[Na+]. Product: [F:26][C:27]1[CH:32]=[CH:31][C:30]([C:2]2[N:6]([S:7]([C:10]3[CH:11]=[N:12][CH:13]=[CH:14][CH:15]=3)(=[O:9])=[O:8])[CH:5]=[C:4]([CH2:16][N:17]([CH3:25])[C:18](=[O:24])[O:19][C:20]([CH3:23])([CH3:22])[CH3:21])[CH:3]=2)=[C:29]([CH3:36])[CH:28]=1. The catalyst class is: 73. (2) Reactant: [OH-].[Na+].[CH3:3][C:4]([CH3:6])=[O:5].[CH:7](=O)[C:8]1[CH:13]=[CH:12][CH:11]=[CH:10][CH:9]=1. Product: [C:8]1(/[CH:7]=[CH:3]/[C:4](=[O:5])/[CH:6]=[CH:7]/[C:8]2[CH:13]=[CH:12][CH:11]=[CH:10][CH:9]=2)[CH:13]=[CH:12][CH:11]=[CH:10][CH:9]=1. The catalyst class is: 97. (3) Reactant: [O:1]1[C:5]2[CH:6]=[CH:7][C:8]([S:10]([N:13]([CH2:38][CH:39]([CH3:41])[CH3:40])[CH2:14][C@@H:15]([OH:37])[C@@H:16]([NH:25][C:26](=[O:36])[O:27][C@@H:28]3[C@H:35]4[C@H:31]([O:32][CH2:33][CH2:34]4)[O:30][CH2:29]3)[CH2:17][C:18]3[CH:23]=[CH:22][C:21]([OH:24])=[CH:20][CH:19]=3)(=[O:12])=[O:11])=[CH:9][C:4]=2[O:3][CH2:2]1.N1C=CC=CC=1.Cl[C:49]([O:51][C:52]1[CH:57]=[CH:56][C:55]([N+:58]([O-:60])=[O:59])=[CH:54][CH:53]=1)=[O:50]. Product: [C:49](=[O:50])([O:51][C:52]1[CH:53]=[CH:54][C:55]([N+:58]([O-:60])=[O:59])=[CH:56][CH:57]=1)[O:24][C:21]1[CH:22]=[CH:23][C:18]([CH2:17][C@H:16]([NH:25][C:26]([O:27][C@@H:28]2[C@H:35]3[C@H:31]([O:32][CH2:33][CH2:34]3)[O:30][CH2:29]2)=[O:36])[C@H:15]([OH:37])[CH2:14][N:13]([S:10]([C:8]2[CH:7]=[CH:6][C:5]3[O:1][CH2:2][O:3][C:4]=3[CH:9]=2)(=[O:12])=[O:11])[CH2:38][CH:39]([CH3:41])[CH3:40])=[CH:19][CH:20]=1. The catalyst class is: 4. (4) Reactant: [CH3:1]C([O-])(C)C.[K+].[O:7]1[C:11]2([CH2:16][CH2:15][C:14](=O)[CH2:13][CH2:12]2)[O:10][CH2:9][CH2:8]1.O. Product: [CH2:1]=[C:14]1[CH2:15][CH2:16][C:11]2([O:10][CH2:9][CH2:8][O:7]2)[CH2:12][CH2:13]1. The catalyst class is: 307. (5) Reactant: [C:1]1([C:7]2[C:8]([C:18](O)=O)=[N:9][O:10][C:11]=2[C:12]2[CH:17]=[CH:16][CH:15]=[CH:14][CH:13]=2)[CH:6]=[CH:5][CH:4]=[CH:3][CH:2]=1.[OH:21]/[N:22]=[C:23](/[C:25]1[CH:42]=[CH:41][C:28]([CH2:29][N:30]2[CH2:33][CH:32]([C:34]([O:36][C:37]([CH3:40])([CH3:39])[CH3:38])=[O:35])[CH2:31]2)=[CH:27][CH:26]=1)\[NH2:24].C1C=CC2N(O)N=NC=2C=1.C(Cl)CCl. Product: [C:1]1([C:7]2[C:8]([C:18]3[O:21][N:22]=[C:23]([C:25]4[CH:26]=[CH:27][C:28]([CH2:29][N:30]5[CH2:31][CH:32]([C:34]([O:36][C:37]([CH3:39])([CH3:38])[CH3:40])=[O:35])[CH2:33]5)=[CH:41][CH:42]=4)[N:24]=3)=[N:9][O:10][C:11]=2[C:12]2[CH:13]=[CH:14][CH:15]=[CH:16][CH:17]=2)[CH:6]=[CH:5][CH:4]=[CH:3][CH:2]=1. The catalyst class is: 3. (6) Reactant: CC([O-])(C)C.[K+].[N:7]1[C:12]([CH3:13])=[CH:11][CH:10]=[CH:9][C:8]=1[CH3:14].[SiH:15]([CH2:20][CH3:21])([CH2:18][CH3:19])[CH2:16][CH3:17]. Product: [CH3:14][C:8]1[CH:9]=[CH:10][CH:11]=[C:12]([CH2:13][Si:15]([CH2:20][CH3:21])([CH2:18][CH3:19])[CH2:16][CH3:17])[N:7]=1. The catalyst class is: 1. (7) Reactant: [C:1]([C:3]1[C:8](=[O:9])[CH:7]=[CH:6][N:5]([C:10]2[CH:15]=[CH:14][CH:13]=[C:12]([C:16]([F:19])([F:18])[F:17])[CH:11]=2)[N:4]=1)#[CH:2].[OH:20][N:21]=[C:22](Cl)[C:23]1[CH:28]=[CH:27][CH:26]=[CH:25][CH:24]=1.CCN(CC)CC. Product: [C:23]1([C:22]2[C:1]([C:3]3[C:8](=[O:9])[CH:7]=[CH:6][N:5]([C:10]4[CH:15]=[CH:14][CH:13]=[C:12]([C:16]([F:19])([F:18])[F:17])[CH:11]=4)[N:4]=3)=[CH:2][O:20][N:21]=2)[CH:28]=[CH:27][CH:26]=[CH:25][CH:24]=1. The catalyst class is: 1. (8) Reactant: [Br:1][C:2]1[C:3]([O:12][C:13]2[CH:14]=[C:15]([CH:21]=[CH:22][C:23]=2[Cl:24])[C:16]([O:18][CH2:19][CH3:20])=[O:17])=[CH:4][C:5]([NH:8][C:9]([NH2:11])=[S:10])=[N:6][CH:7]=1.Br[CH2:26][C:27](=O)[CH2:28][CH2:29][C:30]1[CH:35]=[CH:34][CH:33]=[CH:32][CH:31]=1.C(N(CC)CC)C. Product: [Br:1][C:2]1[C:3]([O:12][C:13]2[CH:14]=[C:15]([CH:21]=[CH:22][C:23]=2[Cl:24])[C:16]([O:18][CH2:19][CH3:20])=[O:17])=[CH:4][C:5]([NH:8][C:9]2[S:10][CH:26]=[C:27]([CH2:28][CH2:29][C:30]3[CH:35]=[CH:34][CH:33]=[CH:32][CH:31]=3)[N:11]=2)=[N:6][CH:7]=1. The catalyst class is: 8. (9) Reactant: [C:1]([OH:8])(=[O:7])/[CH:2]=[CH:3]\[C:4]([OH:6])=[O:5].[CH3:9][NH:10][CH2:11][CH2:12][C@H:13]([O:19][C:20]1[C:29]2[C:24](=[CH:25][CH:26]=[CH:27][CH:28]=2)[CH:23]=[CH:22][CH:21]=1)[C:14]1[S:15][CH:16]=[CH:17][CH:18]=1. Product: [CH3:9][NH:10][CH2:11][CH2:12][C@H:13]([O:19][C:20]1[CH:21]=[CH:22][CH:23]=[C:24]2[CH:25]=[CH:26][CH:27]=[CH:28][C:29]=12)[C:14]1[S:15][CH:16]=[CH:17][CH:18]=1.[C:1]([O-:8])(=[O:7])/[CH:2]=[CH:3]\[C:4]([O-:6])=[O:5]. The catalyst class is: 13. (10) Reactant: [CH2:1]([CH:3]([CH2:7][CH3:8])[C:4](Cl)=[O:5])[CH3:2].[Al+3].[Cl-].[Cl-].[Cl-].[CH3:13][C:14]1[CH:19]=[CH:18][CH:17]=[C:16]([CH3:20])[C:15]=1[C:21]1[CH:22]=[C:23]2[CH:29]=[CH:28][NH:27][C:24]2=[CH:25][N:26]=1.[Na+].[Cl-]. Product: [CH3:13][C:14]1[CH:19]=[CH:18][CH:17]=[C:16]([CH3:20])[C:15]=1[C:21]1[CH:22]=[C:23]2[C:29]([C:4](=[O:5])[CH:3]([CH2:7][CH3:8])[CH2:1][CH3:2])=[CH:28][NH:27][C:24]2=[CH:25][N:26]=1. The catalyst class is: 2.